From a dataset of Full USPTO retrosynthesis dataset with 1.9M reactions from patents (1976-2016). Predict the reactants needed to synthesize the given product. Given the product [Cl:28][C:26]1[CH:25]=[CH:24][C:23]([S:29]([NH2:32])(=[O:31])=[O:30])=[C:22]([NH:21][C:42]([NH:41][C:37]2[CH:38]=[CH:39][CH:40]=[C:35]([C:34]([F:33])([F:44])[F:45])[CH:36]=2)=[O:43])[CH:27]=1, predict the reactants needed to synthesize it. The reactants are: N1C=CC=NC=1NC(NC1C=CC=CC=1C(F)(F)F)=O.[NH2:21][C:22]1[CH:27]=[C:26]([Cl:28])[CH:25]=[CH:24][C:23]=1[S:29]([NH2:32])(=[O:31])=[O:30].[F:33][C:34]([F:45])([F:44])[C:35]1[CH:36]=[C:37]([N:41]=[C:42]=[O:43])[CH:38]=[CH:39][CH:40]=1.